This data is from Forward reaction prediction with 1.9M reactions from USPTO patents (1976-2016). The task is: Predict the product of the given reaction. (1) Given the reactants [NH2:1]/[C:2](=[N:19]\[OH:20])/[CH:3]([N:10]([CH3:18])[C:11](=[O:17])[O:12][C:13]([CH3:16])([CH3:15])[CH3:14])[CH2:4][CH2:5][CH2:6][CH:7]([OH:9])[CH3:8].[CH3:21][O:22][C:23]([C:25]#[C:26][C:27]([O:29][CH3:30])=[O:28])=[O:24], predict the reaction product. The product is: [NH2:1]/[C:2](=[N:19]\[O:20]/[C:25](=[CH:26]/[C:27]([O:29][CH3:30])=[O:28])/[C:23]([O:22][CH3:21])=[O:24])/[CH:3]([N:10]([C:11]([O:12][C:13]([CH3:14])([CH3:15])[CH3:16])=[O:17])[CH3:18])[CH2:4][CH2:5][CH2:6][CH:7]([OH:9])[CH3:8]. (2) Given the reactants [CH:1]1([N:4]([CH2:18][C:19]2[O:20][CH:21]=[C:22]([C:24](O)=[O:25])[N:23]=2)[S:5]([C:8]2[C:13]([CH3:14])=[CH:12][C:11]([O:15][CH3:16])=[CH:10][C:9]=2[CH3:17])(=[O:7])=[O:6])[CH2:3][CH2:2]1.CCN=C=NCCCN(C)C.C1C=C2N=NN(O)C2=CC=1.O.CCN(C(C)C)C(C)C.[CH3:58][NH:59][CH:60]1[CH2:65][CH2:64][CH2:63][CH:62]([N:66]2[CH2:71][CH2:70][N:69]([CH3:72])[CH2:68][CH2:67]2)[CH2:61]1, predict the reaction product. The product is: [CH:1]1([N:4]([CH2:18][C:19]2[O:20][CH:21]=[C:22]([C:24]([N:59]([CH3:58])[CH:60]3[CH2:65][CH2:64][CH2:63][CH:62]([N:66]4[CH2:67][CH2:68][N:69]([CH3:72])[CH2:70][CH2:71]4)[CH2:61]3)=[O:25])[N:23]=2)[S:5]([C:8]2[C:13]([CH3:14])=[CH:12][C:11]([O:15][CH3:16])=[CH:10][C:9]=2[CH3:17])(=[O:7])=[O:6])[CH2:2][CH2:3]1. (3) Given the reactants [Cl:1][C:2]1[CH:7]=[C:6]([F:8])[CH:5]=[CH:4][C:3]=1[S:9](Cl)(=[O:11])=[O:10].[NH2:13][C:14]1[C:15]2[C:22]([C:23]([C:25]3[CH:30]=[CH:29][CH:28]=[C:27]([NH2:31])[CH:26]=3)=[O:24])=[CH:21][N:20]([CH:32]3[CH2:36][CH2:35][CH2:34][CH2:33]3)[C:16]=2[N:17]=[CH:18][N:19]=1, predict the reaction product. The product is: [NH2:13][C:14]1[C:15]2[C:22]([C:23]([C:25]3[CH:26]=[C:27]([NH:31][S:9]([C:3]4[CH:4]=[CH:5][C:6]([F:8])=[CH:7][C:2]=4[Cl:1])(=[O:11])=[O:10])[CH:28]=[CH:29][CH:30]=3)=[O:24])=[CH:21][N:20]([CH:32]3[CH2:33][CH2:34][CH2:35][CH2:36]3)[C:16]=2[N:17]=[CH:18][N:19]=1. (4) The product is: [CH2:1]([O:3][C@H:4]1[CH2:9][CH2:8][C@H:7]([N:10]2[CH2:15][CH2:14][CH:13]([NH:16][C:17]3[C:18]([NH2:24])=[CH:19][CH:20]=[C:21]([F:23])[CH:22]=3)[CH2:12][CH2:11]2)[CH2:6][CH2:5]1)[CH3:2]. Given the reactants [CH2:1]([O:3][C@H:4]1[CH2:9][CH2:8][C@H:7]([N:10]2[CH2:15][CH2:14][CH:13]([NH:16][C:17]3[CH:22]=[C:21]([F:23])[CH:20]=[CH:19][C:18]=3[N+:24]([O-])=O)[CH2:12][CH2:11]2)[CH2:6][CH2:5]1)[CH3:2].O.NN, predict the reaction product. (5) Given the reactants [Br:1][C:2]1[CH:7]=[C:6]([Cl:8])[C:5]([S:9][CH3:10])=[CH:4][C:3]=1[NH2:11].N1C=CC=CC=1.[C:18](Cl)(Cl)=[O:19], predict the reaction product. The product is: [Br:1][C:2]1[CH:7]=[C:6]([Cl:8])[C:5]([S:9][CH3:10])=[CH:4][C:3]=1[N:11]=[C:18]=[O:19]. (6) Given the reactants [NH2:1][C:2]1[C:10]([F:11])=[CH:9][CH:8]=[CH:7][C:3]=1[C:4]([OH:6])=[O:5].[Cl:12]N1C(=O)CCC1=O.CN(C)C=O.Cl, predict the reaction product. The product is: [NH2:1][C:2]1[C:10]([F:11])=[CH:9][C:8]([Cl:12])=[CH:7][C:3]=1[C:4]([OH:6])=[O:5]. (7) Given the reactants [I-].[Na+].[C:3]([C:7]1[CH:24]=[CH:23][CH:22]=[CH:21][C:8]=1[O:9][C:10]1[C:15]([N+:16]([O-:18])=[O:17])=[CH:14][CH:13]=[C:12]([O:19]C)[N:11]=1)([CH3:6])([CH3:5])[CH3:4].[Al].Cl[Si](C)(C)C.O, predict the reaction product. The product is: [C:3]([C:7]1[CH:24]=[CH:23][CH:22]=[CH:21][C:8]=1[O:9][C:10]1[N:11]=[C:12]([OH:19])[CH:13]=[CH:14][C:15]=1[N+:16]([O-:18])=[O:17])([CH3:6])([CH3:4])[CH3:5]. (8) Given the reactants C([O:5][C:6]([CH:8]1[CH:12]([C:13]2[CH:18]=[CH:17][CH:16]=[C:15]([Cl:19])[C:14]=2[F:20])[C:11]([C:23]2[CH:28]=[CH:27][C:26]([Cl:29])=[CH:25][CH:24]=2)([C:21]#[N:22])[CH:10]([CH2:30][CH:31]2[CH2:35][CH2:34][CH2:33][CH2:32]2)[NH:9]1)=[O:7])(C)(C)C.[F:36][C:37]([F:42])([F:41])[C:38]([OH:40])=[O:39], predict the reaction product. The product is: [F:36][C:37]([F:42])([F:41])[C:38]([OH:40])=[O:39].[Cl:19][C:15]1[C:14]([F:20])=[C:13]([CH:12]2[C:11]([C:23]3[CH:28]=[CH:27][C:26]([Cl:29])=[CH:25][CH:24]=3)([C:21]#[N:22])[CH:10]([CH2:30][CH:31]3[CH2:35][CH2:34][CH2:33][CH2:32]3)[NH:9][CH:8]2[C:6]([OH:7])=[O:5])[CH:18]=[CH:17][CH:16]=1. (9) The product is: [CH:17]1([C:4]2[CH:3]=[C:2]([C:63]#[C:62][C:56]3[CH:57]=[CH:58][C:53]([CH2:48][CH2:47][CH2:52][CH2:51][CH2:50][CH3:49])=[CH:54][CH:55]=3)[CH:7]=[CH:6][C:5]=2[C:8]#[C:9][C:10]2[CH:11]=[CH:12][C:13]([CH2:16][CH2:78][CH3:79])=[CH:14][CH:15]=2)[CH2:22][CH2:21][CH2:20][CH2:19][CH2:18]1. Given the reactants Cl[C:2]1[CH:7]=[CH:6][C:5]([C:8]#[C:9][C:10]2[CH:15]=[CH:14][C:13]([CH3:16])=[CH:12][CH:11]=2)=[C:4]([CH:17]2[CH2:22][CH2:21][CH2:20][CH2:19][CH2:18]2)[CH:3]=1.C(C1C=CC(C#C)=CC=1)CC.C(=O)([O-])[O-].[Cs+].[Cs+].C1(P(C2CCCCC2)[C:47]2[CH:52]=[CH:51][CH:50]=[CH:49][C:48]=2[C:53]2[C:58](C(C)C)=[CH:57][C:56]([CH:62](C)[CH3:63])=[CH:55][C:54]=2C(C)C)CCCCC1.O1[CH2:79][CH2:78]OCC1, predict the reaction product.